From a dataset of Forward reaction prediction with 1.9M reactions from USPTO patents (1976-2016). Predict the product of the given reaction. Given the reactants C(C1C=C(C)C=C(C(C)(C)C)C=1O)(C)(C)C.CN(CCCN1CN(CCCN(C)C)CN(CCCN(C)C)C1)C.[CH3:41][S:42][C:43]1[CH:44]=[C:45]([N:49]=[C:50]=[O:51])[CH:46]=[CH:47][CH:48]=1.[C:52]([O:56][CH2:57][CH2:58][OH:59])(=[O:55])[CH:53]=[CH2:54].[N-]=C=O, predict the reaction product. The product is: [C:52]([O:56][CH2:57][CH2:58][O:59][C:50](=[O:51])[NH:49][C:45]1[CH:46]=[CH:47][CH:48]=[C:43]([S:42][CH3:41])[CH:44]=1)(=[O:55])[CH:53]=[CH2:54].